This data is from Catalyst prediction with 721,799 reactions and 888 catalyst types from USPTO. The task is: Predict which catalyst facilitates the given reaction. (1) Reactant: [F:1][C:2]1([F:20])[CH2:5][N:4]([S:6]([NH:9]C(=O)OCC2C=CC=CC=2)(=[O:8])=[O:7])[CH2:3]1.CC1CCC=CC=1. Product: [F:1][C:2]1([F:20])[CH2:5][N:4]([S:6]([NH2:9])(=[O:8])=[O:7])[CH2:3]1. The catalyst class is: 105. (2) Reactant: [CH2:1]([C:3]1[CH:8]=[CH:7][C:6]([CH2:9][C:10]([O:12][CH2:13][CH3:14])=[O:11])=[CH:5][C:4]=1[O:15]C)[CH3:2].B(Br)(Br)Br. Product: [CH2:13]([O:12][C:10](=[O:11])[CH2:9][C:6]1[CH:7]=[CH:8][C:3]([CH2:1][CH3:2])=[C:4]([OH:15])[CH:5]=1)[CH3:14]. The catalyst class is: 2. (3) The catalyst class is: 6. Reactant: [CH:1]1[C:6](=[O:7])[C:5]([OH:8])=[CH:4][O:3][C:2]=1[C:9]([OH:11])=[O:10]. Product: [CH:1]1[C:6](=[O:7])[C:5]([OH:8])=[CH:4][O:3][C:2]=1[C:9]([OH:11])=[O:10].[CH:1]1[C:6](=[O:7])[C:5]([OH:8])=[CH:4][O:3][C:2]=1[CH2:9][OH:10].